From a dataset of Catalyst prediction with 721,799 reactions and 888 catalyst types from USPTO. Predict which catalyst facilitates the given reaction. Reactant: [O:1]1[C:5]2([CH2:10][CH2:9][CH2:8][CH2:7][CH:6]2[C:11](OC)=[O:12])[O:4][CH2:3][CH2:2]1.[H-].[H-].[H-].[H-].[Li+].[Al+3].O.[OH-].[Na+]. Product: [O:1]1[C:5]2([CH2:10][CH2:9][CH2:8][CH2:7][CH:6]2[CH2:11][OH:12])[O:4][CH2:3][CH2:2]1. The catalyst class is: 1.